Predict the reaction yield, written as a fraction of the theoretical maximum amount of product (1.0 means a 100% yield; for example, 0.34 means a 34% yield). From a dataset of Reaction yield outcomes from USPTO patents with 853,638 reactions. (1) The reactants are [Br:1][C:2]1[CH:7]=[CH:6][C:5]([C@@H:8](O)[CH2:9][N:10]2[CH2:15][CH2:14][O:13][CH2:12][CH2:11]2)=[CH:4][CH:3]=1.C(N(CC)CC)C.CS([Cl:28])(=O)=O. The catalyst is C(Cl)Cl. The product is [Br:1][C:2]1[CH:7]=[CH:6][C:5]([C@@H:8]([Cl:28])[CH2:9][N:10]2[CH2:15][CH2:14][O:13][CH2:12][CH2:11]2)=[CH:4][CH:3]=1. The yield is 0.670. (2) The reactants are [Cl:1][C:2]1[CH:3]=[CH:4][C:5]2[N:6]([C:8]([C:11]([C:14]3[CH:15]=[C:16]4[C:21](=[CH:22][C:23]=3[F:24])[N:20]=[CH:19][CH:18]=[CH:17]4)(O)[CH3:12])=[CH:9][N:10]=2)[N:7]=1.[PH2](=O)O.II. The catalyst is C(O)(=O)C. The product is [Cl:1][C:2]1[CH:3]=[CH:4][C:5]2[N:6]([C:8]([CH:11]([C:14]3[CH:15]=[C:16]4[C:21](=[CH:22][C:23]=3[F:24])[N:20]=[CH:19][CH:18]=[CH:17]4)[CH3:12])=[CH:9][N:10]=2)[N:7]=1. The yield is 0.720.